This data is from Caco-2 cell permeability data measuring drug intestinal absorption for ~900 compounds. The task is: Regression/Classification. Given a drug SMILES string, predict its absorption, distribution, metabolism, or excretion properties. Task type varies by dataset: regression for continuous measurements (e.g., permeability, clearance, half-life) or binary classification for categorical outcomes (e.g., BBB penetration, CYP inhibition). For this dataset (caco2_wang), we predict Y. (1) The molecule is CN(C(=O)[C@H](Cc1ccc(C(=N)N)cc1)NS(=O)(=O)c1ccc2ccccc2c1)C1CCCC1. The Y is -6.70 log Papp (cm/s). (2) The molecule is CNC(=O)[C@H](Cc1ccccc1)N(C)C(=O)[C@@H](Cc1ccccc1)N(C)C(=O)[C@H](Cc1ccccc1)N(C)C(C)=O. The Y is -4.49 log Papp (cm/s).